From a dataset of NCI-60 drug combinations with 297,098 pairs across 59 cell lines. Regression. Given two drug SMILES strings and cell line genomic features, predict the synergy score measuring deviation from expected non-interaction effect. Drug 1: CCN(CC)CCNC(=O)C1=C(NC(=C1C)C=C2C3=C(C=CC(=C3)F)NC2=O)C. Drug 2: C1CNP(=O)(OC1)N(CCCl)CCCl. Cell line: T-47D. Synergy scores: CSS=-8.04, Synergy_ZIP=5.69, Synergy_Bliss=2.81, Synergy_Loewe=-3.21, Synergy_HSA=-6.80.